From a dataset of Forward reaction prediction with 1.9M reactions from USPTO patents (1976-2016). Predict the product of the given reaction. (1) The product is: [I:9][C:6]1[CH:5]=[C:4]2[C:3](=[CH:8][CH:7]=1)[CH2:2][N:31]([C:12]([C:13]1[CH:18]=[CH:17][CH:16]=[CH:15][CH:14]=1)([C:25]1[CH:26]=[CH:27][CH:28]=[CH:29][CH:30]=1)[C:19]1[CH:20]=[CH:21][CH:22]=[CH:23][CH:24]=1)[CH2:10]2. Given the reactants Br[CH2:2][C:3]1[CH:8]=[CH:7][C:6]([I:9])=[CH:5][C:4]=1[CH2:10]Br.[C:12]([NH2:31])([C:25]1[CH:30]=[CH:29][CH:28]=[CH:27][CH:26]=1)([C:19]1[CH:24]=[CH:23][CH:22]=[CH:21][CH:20]=1)[C:13]1[CH:18]=[CH:17][CH:16]=[CH:15][CH:14]=1.C(N(CC)C(C)C)(C)C, predict the reaction product. (2) Given the reactants [CH3:1][C:2]1[CH:7]=[CH:6][C:5]([CH3:8])=[CH:4][C:3]=1[NH:9][C:10]1[N:15]2[N:16]=[CH:17][C:18]([C:19]([O:21][CH2:22][CH3:23])=[O:20])=[C:14]2[N:13]=[CH:12][C:11]=1[C:24](O)=[O:25].[CH:27]1([CH:33]2[CH2:38][CH2:37][NH:36][CH2:35][CH2:34]2)[CH2:32][CH2:31][CH2:30][CH2:29][CH2:28]1, predict the reaction product. The product is: [CH:27]1([CH:33]2[CH2:34][CH2:35][N:36]([C:24]([C:11]3[CH:12]=[N:13][C:14]4[N:15]([N:16]=[CH:17][C:18]=4[C:19]([O:21][CH2:22][CH3:23])=[O:20])[C:10]=3[NH:9][C:3]3[CH:4]=[C:5]([CH3:8])[CH:6]=[CH:7][C:2]=3[CH3:1])=[O:25])[CH2:37][CH2:38]2)[CH2:28][CH2:29][CH2:30][CH2:31][CH2:32]1.